The task is: Predict the reactants needed to synthesize the given product.. This data is from Full USPTO retrosynthesis dataset with 1.9M reactions from patents (1976-2016). Given the product [Cl:3][C:4]1[CH:5]=[C:6]([C:14]2[O:18][N:17]=[C:16]([C:19]3[CH:20]=[CH:21][CH:22]=[C:23]4[C:27]=3[N:26]([CH3:28])[CH:25]=[C:24]4[CH2:29][CH2:30][CH2:31][OH:32])[N:15]=2)[CH:7]=[CH:8][C:9]=1[O:10][CH:11]([CH3:12])[CH3:13], predict the reactants needed to synthesize it. The reactants are: [BH4-].[Na+].[Cl:3][C:4]1[CH:5]=[C:6]([C:14]2[O:18][N:17]=[C:16]([C:19]3[CH:20]=[CH:21][CH:22]=[C:23]4[C:27]=3[N:26]([CH3:28])[CH:25]=[C:24]4[CH2:29][CH2:30][C:31](O)=[O:32])[N:15]=2)[CH:7]=[CH:8][C:9]=1[O:10][CH:11]([CH3:13])[CH3:12].II.